Binary Classification. Given a miRNA mature sequence and a target amino acid sequence, predict their likelihood of interaction. From a dataset of Experimentally validated miRNA-target interactions with 360,000+ pairs, plus equal number of negative samples. (1) The miRNA is hsa-miR-4776-3p with sequence CUUGCCAUCCUGGUCCACUGCAU. The protein sequence of the target gene is MVSKLSQLQTELLAALLESGLSKEALIQALGEPGPYLLAGEGPLDKGESCGGGRGELAELPNGLGETRGSEDETDDDGEDFTPPILKELENLSPEEAAHQKAVVETLLQEDPWRVAKMVKSYLQQHNIPQREVVDTTGLNQSHLSQHLNKGTPMKTQKRAALYTWYVRKQREVAQQFTHAGQGGLIEEPTGDELPTKKGRRNRFKWGPASQQILFQAYERQKNPSKEERETLVEECNRAECIQRGVSPSQAQGLGSNLVTEVRVYNWFANRRKEEAFRHKLAMDTYSGPPPGPGPGPALP.... Result: 0 (no interaction). (2) The miRNA is hsa-miR-1288-5p with sequence GCAGAUCAGGACUGUAACUCACC. The protein sequence of the target gene is MAPNHLSVREMREDEKPLVLEMLKAGVKDTENRVALHALTRPPALLLLAAASSGLRFILASFALALLLPVFLAVAAVKLGLRARWGSLPPPGGLGGPWVAVRGSGDVCGVLALAPGANVGDGARVTRLSVSRWHRRRGVGRRLLAFAEARARAWAGSMGEPRARLVVPVAVAAWGVAGLLEACGYQAEGGWGCMGYMLVREFSKDL. Result: 0 (no interaction). (3) The miRNA is hsa-miR-296-3p with sequence GAGGGUUGGGUGGAGGCUCUCC. The protein sequence of the target gene is MAYRGQGQKVQKVMVQPINLIFRYLQNRSRIQVWLYEQVNMRIEGCIIGFDEYMNLVLDDAEEIHSKTKSRKQLGRIMLKGDNITLLQSVSN. Result: 0 (no interaction). (4) The protein sequence of the target gene is MLAPGSSPGQRGRLALQWRQVSWITCWIALYAVEALPTCPFSCKCDSRSLEVDCSGLGLTTVPPDVPAATRTLLLLNNKLSALPSWAFANLSSLQRLDLSNNFLDRLPRSIFGDLTNLTELQLRNNSIRTLDRDLLRHSPLLRHLDLSINGLAQLPPGLFDGLLALRSLSLRSNRLQNLDRLTFEPLANLQLLQVGDNPWECDCNLREFKHWMEWFSYRGGRLDQLACTLPKELRGKDMRMVPMEMFNYCSQLEDENSSAGLDIPGPPCTKASPEPAKPKPGAEPEPEPSTACPQKQRHR.... The miRNA is hsa-miR-4671-5p with sequence ACCGAAGACUGUGCGCUAAUCU. Result: 0 (no interaction).